From a dataset of NCI-60 drug combinations with 297,098 pairs across 59 cell lines. Regression. Given two drug SMILES strings and cell line genomic features, predict the synergy score measuring deviation from expected non-interaction effect. Drug 1: CCCCC(=O)OCC(=O)C1(CC(C2=C(C1)C(=C3C(=C2O)C(=O)C4=C(C3=O)C=CC=C4OC)O)OC5CC(C(C(O5)C)O)NC(=O)C(F)(F)F)O. Drug 2: COC1=C2C(=CC3=C1OC=C3)C=CC(=O)O2. Cell line: A498. Synergy scores: CSS=71.8, Synergy_ZIP=14.4, Synergy_Bliss=9.84, Synergy_Loewe=2.43, Synergy_HSA=10.7.